Task: Regression. Given two drug SMILES strings and cell line genomic features, predict the synergy score measuring deviation from expected non-interaction effect.. Dataset: NCI-60 drug combinations with 297,098 pairs across 59 cell lines (1) Drug 1: C1=CC(=CC=C1CC(C(=O)O)N)N(CCCl)CCCl.Cl. Drug 2: C1=NC2=C(N=C(N=C2N1C3C(C(C(O3)CO)O)O)F)N. Cell line: SNB-19. Synergy scores: CSS=8.66, Synergy_ZIP=-7.02, Synergy_Bliss=-8.98, Synergy_Loewe=-13.3, Synergy_HSA=-10.7. (2) Drug 1: C1CCN(CC1)CCOC2=CC=C(C=C2)C(=O)C3=C(SC4=C3C=CC(=C4)O)C5=CC=C(C=C5)O. Drug 2: CC1C(C(CC(O1)OC2CC(OC(C2O)C)OC3=CC4=CC5=C(C(=O)C(C(C5)C(C(=O)C(C(C)O)O)OC)OC6CC(C(C(O6)C)O)OC7CC(C(C(O7)C)O)OC8CC(C(C(O8)C)O)(C)O)C(=C4C(=C3C)O)O)O)O. Cell line: RXF 393. Synergy scores: CSS=31.5, Synergy_ZIP=5.50, Synergy_Bliss=5.76, Synergy_Loewe=1.63, Synergy_HSA=7.75.